This data is from Forward reaction prediction with 1.9M reactions from USPTO patents (1976-2016). The task is: Predict the product of the given reaction. Given the reactants [CH3:1][N:2]1[C:14]2[CH2:13][CH2:12][C@@H:11]([CH:15]3[CH2:20][CH2:19][O:18][CH2:17][CH2:16]3)[CH2:10][C:9]=2[C:8]2[C:3]1=[CH:4][CH:5]=[C:6]([C:21]([N:23]1[CH2:28][CH2:27][CH2:26][C@H:25]([NH:29][C:30](=O)[O:31]C(C)(C)C)[CH2:24]1)=[O:22])[CH:7]=2.Cl.C(N(CC)CC)C.[CH:45]1(C(Cl)=O)[CH2:47][CH2:46]1, predict the reaction product. The product is: [CH3:1][N:2]1[C:14]2[CH2:13][CH2:12][C@@H:11]([CH:15]3[CH2:20][CH2:19][O:18][CH2:17][CH2:16]3)[CH2:10][C:9]=2[C:8]2[C:3]1=[CH:4][CH:5]=[C:6]([C:21]([N:23]1[CH2:28][CH2:27][CH2:26][C@H:25]([NH:29][C:30]([CH:45]3[CH2:47][CH2:46]3)=[O:31])[CH2:24]1)=[O:22])[CH:7]=2.